Task: Predict the product of the given reaction.. Dataset: Forward reaction prediction with 1.9M reactions from USPTO patents (1976-2016) (1) Given the reactants [CH3:1][O:2][CH2:3][CH2:4][N:5]1[C:9]([C:10](OCC)=[O:11])=[CH:8][N:7]=[N:6]1.CCO, predict the reaction product. The product is: [CH3:1][O:2][CH2:3][CH2:4][N:5]1[C:9]([CH2:10][OH:11])=[CH:8][N:7]=[N:6]1. (2) Given the reactants Cl.Cl.[F:3][C:4]1[CH:9]=[C:8]([C:10]#[N:11])[CH:7]=[CH:6][C:5]=1[C:12]1[CH:17]=[CH:16][C:15]([O:18][C:19]([F:22])([F:21])[F:20])=[C:14]([CH2:23][NH:24][C@H:25]2[CH2:30][CH2:29][NH:28][CH2:27][C@H:26]2[C:31]2[CH:36]=[CH:35][CH:34]=[CH:33][CH:32]=2)[CH:13]=1.[O:37]=[C:38]1[N:42]([CH2:43][C:44](O)=[O:45])[C:41](=[O:47])[CH2:40][O:39]1, predict the reaction product. The product is: [O:37]=[C:38]1[N:42]([CH2:43][C:44]([N:28]2[CH2:29][CH2:30][C@H:25]([NH:24][CH2:23][C:14]3[CH:13]=[C:12]([C:5]4[CH:6]=[CH:7][C:8]([C:10]#[N:11])=[CH:9][C:4]=4[F:3])[CH:17]=[CH:16][C:15]=3[O:18][C:19]([F:21])([F:22])[F:20])[C@H:26]([C:31]3[CH:32]=[CH:33][CH:34]=[CH:35][CH:36]=3)[CH2:27]2)=[O:45])[C:41](=[O:47])[CH2:40][O:39]1. (3) Given the reactants [CH3:1][O:2][C:3]1[CH:4]=[C:5]([C:11]2[N:12]=[C:13]([NH:23][CH2:24][CH3:25])[S:14][C:15]=2[C:16]2[CH:21]=[CH:20][N:19]=[C:18](Cl)[N:17]=2)[CH:6]=[C:7]([O:9][CH3:10])[CH:8]=1.CC([Si](C)(C)[O:31][CH2:32][CH2:33][O:34][C:35]1[CH:40]=[CH:39][C:38]([NH2:41])=[CH:37][C:36]=1[F:42])(C)C.Cl.O1CCOCC1, predict the reaction product. The product is: [CH3:1][O:2][C:3]1[CH:4]=[C:5]([C:11]2[N:12]=[C:13]([NH:23][CH2:24][CH3:25])[S:14][C:15]=2[C:16]2[CH:21]=[CH:20][N:19]=[C:18]([NH:41][C:38]3[CH:39]=[CH:40][C:35]([O:34][CH2:33][CH2:32][OH:31])=[C:36]([F:42])[CH:37]=3)[N:17]=2)[CH:6]=[C:7]([O:9][CH3:10])[CH:8]=1. (4) Given the reactants [C:1]([OH:12])(=[O:11])/[CH:2]=[CH:3]/[CH2:4][CH2:5][CH2:6][CH2:7][CH2:8][CH2:9][CH3:10].[CH3:13][CH2:14][O:15][CH2:16][CH2:17]O, predict the reaction product. The product is: [C:1]([O:12][CH2:13][CH2:14][O:15][CH2:16][CH3:17])(=[O:11])/[CH:2]=[CH:3]/[CH2:4][CH2:5][CH2:6][CH2:7][CH2:8][CH2:9][CH3:10]. (5) Given the reactants [OH:1][CH2:2][CH:3]1[CH2:12][C:11]2[C:10]([NH:13]C(=O)OCC3C=CC=CC=3)=[CH:9][CH:8]=[CH:7][C:6]=2[CH2:5][CH2:4]1, predict the reaction product. The product is: [NH2:13][C:10]1[CH:9]=[CH:8][CH:7]=[C:6]2[C:11]=1[CH2:12][CH:3]([CH2:2][OH:1])[CH2:4][CH2:5]2. (6) Given the reactants C([O:3][C:4](=[O:32])[C:5]([O:24][C:25]1[CH:30]=[CH:29][C:28]([F:31])=[CH:27][CH:26]=1)([CH3:23])[CH2:6][C:7]1[CH:12]=[CH:11][C:10]([O:13][CH2:14][CH2:15][CH:16]2[CH2:20][NH:19][C:18](=[O:21])[N:17]2[CH3:22])=[CH:9][CH:8]=1)C.[H-].[Na+].Br[CH2:36][C:37]1[CH:46]=[CH:45][C:44]2[C:39](=[CH:40][CH:41]=[CH:42][CH:43]=2)[CH:38]=1, predict the reaction product. The product is: [F:31][C:28]1[CH:29]=[CH:30][C:25]([O:24][C:5]([CH3:23])([CH2:6][C:7]2[CH:8]=[CH:9][C:10]([O:13][CH2:14][CH2:15][CH:16]3[CH2:20][N:19]([CH2:36][C:37]4[CH:46]=[CH:45][C:44]5[C:39](=[CH:40][CH:41]=[CH:42][CH:43]=5)[CH:38]=4)[C:18](=[O:21])[N:17]3[CH3:22])=[CH:11][CH:12]=2)[C:4]([OH:3])=[O:32])=[CH:26][CH:27]=1.